This data is from Forward reaction prediction with 1.9M reactions from USPTO patents (1976-2016). The task is: Predict the product of the given reaction. (1) Given the reactants [CH2:1]([O:3][C:4]1[CH:5]=[C:6]([CH:9]=[C:10]([O:15][CH2:16][CH3:17])[C:11]=1[S:12]([CH3:14])=[O:13])[CH:7]=[O:8])[CH3:2].[OH:18]O.O, predict the reaction product. The product is: [CH2:1]([O:3][C:4]1[CH:5]=[C:6]([CH:9]=[C:10]([O:15][CH2:16][CH3:17])[C:11]=1[S:12]([CH3:14])(=[O:18])=[O:13])[CH:7]=[O:8])[CH3:2]. (2) Given the reactants [N:1]([CH2:4][CH2:5][C:6]1[N:7]=[C:8]([C:12]2[CH:17]=[CH:16][C:15]([CH3:18])=[CH:14][CH:13]=2)[S:9][C:10]=1[CH3:11])=[N+]=[N-].C1(P(C2C=CC=CC=2)C2C=CC=CC=2)C=CC=CC=1, predict the reaction product. The product is: [CH3:11][C:10]1[S:9][C:8]([C:12]2[CH:17]=[CH:16][C:15]([CH3:18])=[CH:14][CH:13]=2)=[N:7][C:6]=1[CH2:5][CH2:4][NH2:1]. (3) Given the reactants C(OC([N:11]1[CH2:16][CH2:15][N:14]([C:17](=[O:31])[CH2:18][N:19]2[CH2:23][CH2:22][CH2:21][C@H:20]2[C:24]([O:26][C:27]([CH3:30])([CH3:29])[CH3:28])=[O:25])[CH2:13][CH2:12]1)=O)C1C=CC=CC=1, predict the reaction product. The product is: [C:27]([O:26][C:24]([C@@H:20]1[CH2:21][CH2:22][CH2:23][N:19]1[CH2:18][C:17](=[O:31])[N:14]1[CH2:15][CH2:16][NH:11][CH2:12][CH2:13]1)=[O:25])([CH3:30])([CH3:28])[CH3:29]. (4) The product is: [C:1]([O:4][CH2:9][CH:8]([O:11][CH3:12])[O:7][CH3:6])(=[O:3])[CH3:2]. Given the reactants [C:1]([O-:4])(=[O:3])[CH3:2].[Na+].[CH3:6][O:7][CH:8]([O:11][CH3:12])[CH2:9]Br.O, predict the reaction product. (5) Given the reactants [C:1]1([CH3:22])[CH:6]=[CH:5][CH:4]=[C:3]([NH:7][C:8]([C:10]2[CH:11]=[C:12]3[C:17](=[CH:18][CH:19]=2)[C:16]([Cl:20])=[N:15][N:14]=[C:13]3Cl)=[O:9])[CH:2]=1.[OH-].[Na+].[O:25]1CCOCC1.Cl, predict the reaction product. The product is: [C:1]1([CH3:22])[CH:6]=[CH:5][CH:4]=[C:3]([NH:7][C:8]([C:10]2[CH:11]=[C:12]3[C:17](=[CH:18][CH:19]=2)[C:16]([Cl:20])=[N:15][NH:14][C:13]3=[O:25])=[O:9])[CH:2]=1. (6) Given the reactants [CH2:1]([O:8][C:9]1[CH:14]=[CH:13][C:12]([CH2:15][CH2:16][N+:17]([O-:19])=O)=[CH:11][CH:10]=1)[C:2]1[CH:7]=[CH:6][CH:5]=[CH:4][CH:3]=1.O1CCCC1.[Cl:25]CCl.C([Li])CCC, predict the reaction product. The product is: [CH2:1]([O:8][C:9]1[CH:14]=[CH:13][C:12]([CH2:15][C:16]([Cl:25])=[N:17][OH:19])=[CH:11][CH:10]=1)[C:2]1[CH:7]=[CH:6][CH:5]=[CH:4][CH:3]=1. (7) Given the reactants [NH:1]1[CH2:6][CH2:5][O:4][CH2:3][CH2:2]1.[Cl:7][C:8]1[CH:13]=[CH:12][C:11]([NH:14][C:15]2[CH:20]=[C:19](F)[N:18]=[C:17]([C:22]#[N:23])[N:16]=2)=[CH:10][CH:9]=1, predict the reaction product. The product is: [Cl:7][C:8]1[CH:9]=[CH:10][C:11]([NH:14][C:15]2[CH:20]=[C:19]([N:1]3[CH2:6][CH2:5][O:4][CH2:3][CH2:2]3)[N:18]=[C:17]([C:22]#[N:23])[N:16]=2)=[CH:12][CH:13]=1.